Dataset: Catalyst prediction with 721,799 reactions and 888 catalyst types from USPTO. Task: Predict which catalyst facilitates the given reaction. (1) Reactant: Cl.[NH2:2][C:3]1[N:4]=[C:5](Cl)[CH:6]2[CH:10]([N:11]=1)[N:9]([CH:12]1[CH2:16][CH:15]([OH:17])[CH:14]([CH2:18][O:19]C(C3C=CC=CC=3)(C3C=CC=CC=3)C3C=CC=CC=3)[C:13]1=[CH2:39])[CH:8]=[N:7]2.[OH-:41].[Na+]. Product: [NH2:2][C:3]1[NH:4][C:5](=[O:41])[C:6]2[N:7]=[CH:8][N:9]([CH:12]3[CH2:16][CH:15]([OH:17])[CH:14]([CH2:18][OH:19])[C:13]3=[CH2:39])[C:10]=2[N:11]=1. The catalyst class is: 10. (2) The catalyst class is: 147. Product: [CH:45]1([CH2:44][NH:43][C:41]([N:38]2[CH2:39][CH2:40][CH:35]([NH:34][C:33]3[CH:50]=[CH:51][C:30]([CH2:29][CH2:28][NH:27][CH2:26][C@H:25]([OH:52])[CH2:24][O:23][C:22]4[CH:21]=[CH:20][C:19]([OH:18])=[CH:54][CH:53]=4)=[CH:31][CH:32]=3)[CH2:36][CH2:37]2)=[O:42])[CH2:49][CH2:48][CH2:47][CH2:46]1. Reactant: [Si]([O:18][C:19]1[CH:54]=[CH:53][C:22]([O:23][CH2:24][C@@H:25]([OH:52])[CH2:26][NH:27][CH2:28][CH2:29][C:30]2[CH:51]=[CH:50][C:33]([NH:34][CH:35]3[CH2:40][CH2:39][N:38]([C:41]([NH:43][CH2:44][CH:45]4[CH2:49][CH2:48][CH2:47][CH2:46]4)=[O:42])[CH2:37][CH2:36]3)=[CH:32][CH:31]=2)=[CH:21][CH:20]=1)(C(C)(C)C)(C1C=CC=CC=1)C1C=CC=CC=1. (3) Reactant: [N:1]1[C:6]([CH2:7][OH:8])=[CH:5][CH:4]=[CH:3][C:2]=1[CH2:9][OH:10].[OH-].[K+].[CH2:13](Br)[C:14]1[CH:19]=[CH:18][CH:17]=[CH:16][CH:15]=1. Product: [CH2:13]([O:10][CH2:9][C:2]1[CH:3]=[CH:4][CH:5]=[C:6]([CH2:7][OH:8])[N:1]=1)[C:14]1[CH:19]=[CH:18][CH:17]=[CH:16][CH:15]=1. The catalyst class is: 16. (4) Reactant: CC1(C)C(C)(C)OB([C:9]2[CH:10]=[C:11]3[C:38](=[CH:39][CH:40]=2)[O:37][CH2:36][C:32]2([CH2:35][O:34][CH2:33]2)[C:12]23[CH2:16][O:15][C:14]([N:17]([C:25]([O:27][C:28]([CH3:31])([CH3:30])[CH3:29])=[O:26])[C:18]([O:20][C:21]([CH3:24])([CH3:23])[CH3:22])=[O:19])=[N:13]2)O1.Br[C:43]1[CH:44]=[N:45][CH:46]=[C:47]([C:49]#[C:50][CH2:51][O:52][CH3:53])[CH:48]=1.C([O-])([O-])=O.[Na+].[Na+].O1CCOCC1. Product: [CH3:53][O:52][CH2:51][C:50]#[C:49][C:47]1[CH:48]=[C:43]([C:9]2[CH:10]=[C:11]3[C:38](=[CH:39][CH:40]=2)[O:37][CH2:36][C:32]2([CH2:35][O:34][CH2:33]2)[C:12]23[CH2:16][O:15][C:14]([N:17]([C:18]([O:20][C:21]([CH3:22])([CH3:24])[CH3:23])=[O:19])[C:25]([O:27][C:28]([CH3:31])([CH3:29])[CH3:30])=[O:26])=[N:13]2)[CH:44]=[N:45][CH:46]=1. The catalyst class is: 103. (5) Product: [CH3:3][C:2]([CH:17]1[CH2:22][NH:21][C:20](=[O:30])[CH2:19][CH2:18]1)([S:4]([C:7]1[CH:12]=[CH:11][CH:10]=[C:9]([C:13]([F:15])([F:14])[F:16])[CH:8]=1)(=[O:5])=[O:6])[CH3:1]. The catalyst class is: 89. Reactant: [CH3:1][C:2]([CH:17]1[CH2:22][N:21](C(OC(C)(C)C)=O)[C:20](=[O:30])[CH2:19][CH2:18]1)([S:4]([C:7]1[CH:12]=[CH:11][CH:10]=[C:9]([C:13]([F:16])([F:15])[F:14])[CH:8]=1)(=[O:6])=[O:5])[CH3:3].